Dataset: Forward reaction prediction with 1.9M reactions from USPTO patents (1976-2016). Task: Predict the product of the given reaction. (1) Given the reactants Br[C:2]1[CH:11]=[C:10]2[C:5]([N:6]=[C:7]([C:12]3[CH:17]=[CH:16][C:15]([F:18])=[C:14]([F:19])[CH:13]=3)[CH:8]=[N:9]2)=[C:4]([C:20]([NH:22][CH2:23][C:24]([O:26]CC)=[O:25])=[O:21])[C:3]=1[OH:29].[CH:30]([O:33][C:34]1[CH:35]=[C:36](B(O)O)[CH:37]=[CH:38][CH:39]=1)([CH3:32])[CH3:31].C(=O)([O-])[O-].[K+].[K+].[OH-].[Na+], predict the reaction product. The product is: [F:19][C:14]1[CH:13]=[C:12]([C:7]2[CH:8]=[N:9][C:10]3[C:5]([N:6]=2)=[C:4]([C:20]([NH:22][CH2:23][C:24]([OH:26])=[O:25])=[O:21])[C:3]([OH:29])=[C:2]([C:38]2[CH:37]=[CH:36][CH:35]=[C:34]([O:33][CH:30]([CH3:32])[CH3:31])[CH:39]=2)[CH:11]=3)[CH:17]=[CH:16][C:15]=1[F:18]. (2) Given the reactants [CH3:1][C:2]1([CH3:41])[O:6][C@@H:5]([CH2:7][CH2:8][NH:9][C:10]([CH:12]2[CH:16]([C:17]3[CH:22]=[CH:21][CH:20]=[C:19]([Cl:23])[C:18]=3[F:24])[C:15]([C:27]3[CH:32]=[CH:31][C:30]([Cl:33])=[CH:29][C:28]=3[F:34])([C:25]#[N:26])[CH:14]([CH2:35][C:36]([CH3:40])([CH3:39])[CH2:37][OH:38])[NH:13]2)=[O:11])[CH2:4][O:3]1.C(N(CC)CC)C.[CH3:49][S:50](Cl)(=[O:52])=[O:51].O, predict the reaction product. The product is: [Cl:23][C:19]1[C:18]([F:24])=[C:17]([C@H:16]2[C@H:12]([C:10](=[O:11])[NH:9][CH2:8][CH2:7][C@H:5]3[CH2:4][O:3][C:2]([CH3:41])([CH3:1])[O:6]3)[NH:13][C@@H:14]([CH2:35][C:36]([CH3:40])([CH3:39])[CH2:37][O:38][S:50]([CH3:49])(=[O:52])=[O:51])[C@@:15]2([C:27]2[CH:32]=[CH:31][C:30]([Cl:33])=[CH:29][C:28]=2[F:34])[C:25]#[N:26])[CH:22]=[CH:21][CH:20]=1. (3) Given the reactants [C:1]([O:6][CH3:7])(=[O:5])[C:2]([CH3:4])=[CH2:3].[C:8]([O:12][CH2:13][CH2:14][O:15][CH3:16])(=[O:11])[CH:9]=[CH2:10].[C:17]([O:22][CH2:23][C:24]1[CH:29]=[CH:28][CH:27]=[CH:26][CH:25]=1)(=[O:21])[C:18]([CH3:20])=[CH2:19].[C:30]([OH:35])(=[O:34])[C:31]([CH3:33])=[CH2:32].N(C(C)(C)C(OC)=O)=NC(C)(C)C(OC)=O, predict the reaction product. The product is: [C:1]([O:6][CH3:7])(=[O:5])[C:2]([CH3:4])=[CH2:3].[C:8]([O:12][CH2:13][CH2:14][O:15][CH3:16])(=[O:11])[CH:9]=[CH2:10].[C:17]([O:22][CH2:23][C:24]1[CH:25]=[CH:26][CH:27]=[CH:28][CH:29]=1)(=[O:21])[C:18]([CH3:20])=[CH2:19].[C:30]([OH:35])(=[O:34])[C:31]([CH3:33])=[CH2:32]. (4) Given the reactants O=C(Cl)[O:3][C:4](Cl)(Cl)[Cl:5].[CH:9]1[C:21]2[CH:20]([CH2:22][O:23][C:24]([N:26]3[CH2:31][CH2:30][CH:29]([C:32]4[O:36][N:35]=[C:34]([C@@H:37]5[CH2:42][CH2:41][C@@H:40]([NH:43][O:44][CH2:45][C:46]6[CH:51]=[CH:50][CH:49]=[CH:48][CH:47]=6)[CH2:39][N:38]5[C:52]([O:54][C:55]([CH3:58])([CH3:57])[CH3:56])=[O:53])[N:33]=4)[CH2:28][CH2:27]3)=[O:25])[C:19]3[C:14](=[CH:15][CH:16]=[CH:17][CH:18]=3)[C:13]=2[CH:12]=[CH:11][CH:10]=1, predict the reaction product. The product is: [CH:18]1[C:19]2[CH:20]([CH2:22][O:23][C:24]([N:26]3[CH2:27][CH2:28][CH:29]([C:32]4[O:36][N:35]=[C:34]([C@@H:37]5[CH2:42][CH2:41][C@@H:40]([N:43]([O:44][CH2:45][C:46]6[CH:51]=[CH:50][CH:49]=[CH:48][CH:47]=6)[C:4]([Cl:5])=[O:3])[CH2:39][N:38]5[C:52]([O:54][C:55]([CH3:58])([CH3:57])[CH3:56])=[O:53])[N:33]=4)[CH2:30][CH2:31]3)=[O:25])[C:21]3[C:13](=[CH:12][CH:11]=[CH:10][CH:9]=3)[C:14]=2[CH:15]=[CH:16][CH:17]=1. (5) Given the reactants [C:1]([C:5]1[CH:10]=[C:9]([C:11]([CH3:14])([CH3:13])[CH3:12])[CH:8]=[C:7]([N:15]2[N:19]=[C:18]3[CH:20]=[CH:21][C:22]([Cl:24])=[CH:23][C:17]3=[N:16]2)[C:6]=1[OH:25])([CH3:4])([CH3:3])[CH3:2].CN([Zr:29]([N:36]([CH3:38])[CH3:37])([N:33]([CH3:35])[CH3:34])N(C)C)C, predict the reaction product. The product is: [C:1]([C:5]1[CH:10]=[C:9]([C:11]([CH3:14])([CH3:13])[CH3:12])[CH:8]=[C:7]([N:15]2[N:19]=[C:18]3[CH:20]=[CH:21][C:22]([Cl:24])=[CH:23][C:17]3=[N:16]2)[C:6]=1[O:25][Zr:29]([O:25][C:6]1[C:7]([N:15]2[N:19]=[C:18]3[CH:20]=[CH:21][C:22]([Cl:24])=[CH:23][C:17]3=[N:16]2)=[CH:8][C:9]([C:11]([CH3:14])([CH3:13])[CH3:12])=[CH:10][C:5]=1[C:1]([CH3:2])([CH3:3])[CH3:4])([N:33]([CH3:34])[CH3:35])[N:36]([CH3:37])[CH3:38])([CH3:2])([CH3:3])[CH3:4].